This data is from Full USPTO retrosynthesis dataset with 1.9M reactions from patents (1976-2016). The task is: Predict the reactants needed to synthesize the given product. (1) Given the product [C:14]([Si:17]([CH3:19])([CH3:18])[N:8]1[C:5]2=[N:6][CH:7]=[C:2]([Cl:1])[CH:3]=[C:4]2[CH:10]=[CH:9]1)([CH3:16])([CH3:15])[CH3:13], predict the reactants needed to synthesize it. The reactants are: [Cl:1][C:2]1[CH:3]=[C:4]2[CH:10]=[CH:9][NH:8][C:5]2=[N:6][CH:7]=1.[H-].[Na+].[CH3:13][C:14]([Si:17](Cl)([CH3:19])[CH3:18])([CH3:16])[CH3:15].[Cl-].[NH4+]. (2) Given the product [CH2:18]([O:17][C:15]([N:1]1[CH2:2][CH:3]=[CH:4][CH2:5][CH2:6]1)=[O:16])[C:19]1[CH:24]=[CH:23][CH:22]=[CH:21][CH:20]=1, predict the reactants needed to synthesize it. The reactants are: [NH:1]1[CH2:6][CH:5]=[CH:4][CH2:3][CH2:2]1.CCN(CC)CC.Cl[C:15]([O:17][CH2:18][C:19]1[CH:24]=[CH:23][CH:22]=[CH:21][CH:20]=1)=[O:16]. (3) Given the product [F:9][C:10]1[CH:11]=[CH:12][C:13]([CH2:14][N:15]2[C:24]3[C:19](=[CH:20][C:21]([CH3:25])=[CH:22][CH:23]=3)[C:18]([N:26]3[CH2:31][CH2:30][N:29]([C:6]([C:2]4[O:1][CH:5]=[CH:4][CH:3]=4)=[O:7])[CH2:28][CH2:27]3)=[C:17]([C:32]#[N:33])[C:16]2=[O:34])=[CH:35][CH:36]=1, predict the reactants needed to synthesize it. The reactants are: [O:1]1[CH:5]=[CH:4][CH:3]=[C:2]1[C:6](Cl)=[O:7].[F:9][C:10]1[CH:36]=[CH:35][C:13]([CH2:14][N:15]2[C:24]3[C:19](=[CH:20][C:21]([CH3:25])=[CH:22][CH:23]=3)[C:18]([N:26]3[CH2:31][CH2:30][NH:29][CH2:28][CH2:27]3)=[C:17]([C:32]#[N:33])[C:16]2=[O:34])=[CH:12][CH:11]=1. (4) Given the product [CH2:14]([C@@H:10]1[O:9][C:8](=[O:16])[CH2:7][C@H:6]2[C@H:17]3[C@@H:25]([CH:26]=[C:5]2[C:4](=[O:41])[C@H:3]([CH3:42])[CH:2]([NH:1][C:92]([C:89]2[CH:90]=[CH:91][N:86]=[CH:87][N:88]=2)=[O:93])[CH2:13][CH2:12][CH2:11]1)[C@H:24]1[C@@H:20]([CH2:21][C@@H:22]([O:27][C@H:28]2[C@H:33]([O:34][CH3:35])[CH:32]([O:36][CH3:37])[C@@H:31]([O:38][CH3:39])[C@H:30]([CH3:40])[O:29]2)[CH2:23]1)[CH:19]=[CH:18]3)[CH3:15], predict the reactants needed to synthesize it. The reactants are: [NH2:1][CH:2]1[CH2:13][CH2:12][CH2:11][C@H:10]([CH2:14][CH3:15])[O:9][C:8](=[O:16])[CH2:7][C@H:6]2[C@H:17]3[C@@H:25]([CH:26]=[C:5]2[C:4](=[O:41])[C@@H:3]1[CH3:42])[C@H:24]1[C@@H:20]([CH2:21][C@@H:22]([O:27][C@H:28]2[C@H:33]([O:34][CH3:35])[CH:32]([O:36][CH3:37])[C@@H:31]([O:38][CH3:39])[C@H:30]([CH3:40])[O:29]2)[CH2:23]1)[CH:19]=[CH:18]3.NC1CCC[C@H](CC)OC(=O)C[C@H]2[C@H]3[C@@H](C=C2C(=O)[C@@H]1C)[C@H]1[C@@H](C[C@@H](O[C@H]2[C@H](OC)C(OC)[C@@H](OC)[C@H](C)O2)C1)C(C)=C3.[N:86]1[CH:91]=[CH:90][C:89]([C:92](O)=[O:93])=[N:88][CH:87]=1.CN(C(ON1N=NC2C=CC=NC1=2)=[N+](C)C)C.F[P-](F)(F)(F)(F)F.CCN(C(C)C)C(C)C.